From a dataset of Forward reaction prediction with 1.9M reactions from USPTO patents (1976-2016). Predict the product of the given reaction. (1) The product is: [F:1][C:2]1[CH:7]=[CH:6][CH:5]=[CH:4][C:3]=1[C:8]1[N:13]=[CH:12][C:11]([NH:14][C:15](=[O:34])[C:16]2[CH:21]=[CH:20][C:19]([S:22]([CH3:23])(=[O:35])=[O:41])=[C:18]([NH:24][C:25](=[O:33])[CH2:26][N:27]3[CH2:32][CH2:31][O:30][CH2:29][CH2:28]3)[CH:17]=2)=[CH:10][CH:9]=1. Given the reactants [F:1][C:2]1[CH:7]=[CH:6][CH:5]=[CH:4][C:3]=1[C:8]1[N:13]=[CH:12][C:11]([NH:14][C:15](=[O:34])[C:16]2[CH:21]=[CH:20][C:19]([S:22][CH3:23])=[C:18]([NH:24][C:25](=[O:33])[CH2:26][N:27]3[CH2:32][CH2:31][O:30][CH2:29][CH2:28]3)[CH:17]=2)=[CH:10][CH:9]=1.[OH:35]OS([O-])=O.[K+].[OH2:41], predict the reaction product. (2) Given the reactants [C:1]([C:3]1[CH:8]=[CH:7][CH:6]=[CH:5][C:4]=1[C:9]1[CH:14]=[CH:13][C:12]([CH2:15][C:16]2[C:17](=[O:54])[N:18]([C@H:28]3[CH2:33][CH2:32][C@H:31]([O:34][CH:35]([CH2:41][CH2:42]OS(C4C=CC(C)=CC=4)(=O)=O)[C:36]([O:38][CH2:39][CH3:40])=[O:37])[CH2:30][CH2:29]3)[C:19]3[N:20]([N:25]=[CH:26][N:27]=3)[C:21]=2[CH2:22][CH2:23][CH3:24])=[C:11]([F:55])[CH:10]=1)#[N:2].CC(C)([O-])C.[K+].Cl, predict the reaction product. The product is: [C:1]([C:3]1[CH:8]=[CH:7][CH:6]=[CH:5][C:4]=1[C:9]1[CH:14]=[CH:13][C:12]([CH2:15][C:16]2[C:17](=[O:54])[N:18]([C@H:28]3[CH2:33][CH2:32][C@H:31]([O:34][C:35]4([C:36]([O:38][CH2:39][CH3:40])=[O:37])[CH2:42][CH2:41]4)[CH2:30][CH2:29]3)[C:19]3[N:20]([N:25]=[CH:26][N:27]=3)[C:21]=2[CH2:22][CH2:23][CH3:24])=[C:11]([F:55])[CH:10]=1)#[N:2]. (3) Given the reactants [Cl:1][C:2]1[CH:7]=[C:6]([C:8]2[N:9]=[C:10](O)[C:11]3[C:17]([O:18][CH3:19])=[CH:16][N:15]=[CH:14][C:12]=3[N:13]=2)[CH:5]=[CH:4][N:3]=1.[C:21]([O:25][C:26]([N:28]1[CH2:33][CH2:32][NH:31][CH2:30][C@@H:29]1[CH2:34][OH:35])=[O:27])([CH3:24])([CH3:23])[CH3:22].C(OC(N1CCN(C2C3C(C4CC4)=CN=CC=3N=C(C3C=CN=C(Cl)C=3)N=2)CC1)=O)(C)(C)C, predict the reaction product. The product is: [C:21]([O:25][C:26]([N:28]1[CH2:33][CH2:32][N:31]([C:10]2[C:11]3[C:17]([O:18][CH3:19])=[CH:16][N:15]=[CH:14][C:12]=3[N:13]=[C:8]([C:6]3[CH:5]=[CH:4][N:3]=[C:2]([Cl:1])[CH:7]=3)[N:9]=2)[CH2:30][C@@H:29]1[CH2:34][OH:35])=[O:27])([CH3:24])([CH3:23])[CH3:22]. (4) Given the reactants [C:1]([N:5]1[C:9]2[CH:10]=[CH:11][CH:12]=[CH:13][C:8]=2[O:7][C:6]1=[O:14])(=[O:4])[CH2:2][CH3:3].[CH:15](=[O:20])[CH2:16][CH2:17][CH:18]=[CH2:19], predict the reaction product. The product is: [CH3:3][C@H:2]([C@@H:15]([OH:20])[CH2:16][CH2:17][CH:18]=[CH2:19])[C:1]([N:5]1[C:9]2[CH:10]=[CH:11][CH:12]=[CH:13][C:8]=2[O:7][C:6]1=[O:14])=[O:4].